Predict the product of the given reaction. From a dataset of Forward reaction prediction with 1.9M reactions from USPTO patents (1976-2016). (1) Given the reactants [Br:1][C:2]1[CH:9]=[CH:8][C:5]([CH:6]=O)=[C:4]([O:10][C:11]([F:14])([F:13])[F:12])[CH:3]=1.O=[C:16]([CH3:25])[CH2:17][C:18]([O:20][CH2:21][CH2:22][C:23]#[N:24])=[O:19].[NH2:26][C:27]1[CH:32]=[CH:31][NH:30][C:29](=[O:33])[CH:28]=1, predict the reaction product. The product is: [Br:1][C:2]1[CH:9]=[CH:8][C:5]([CH:6]2[C:28]3[C:29](=[O:33])[NH:30][CH:31]=[CH:32][C:27]=3[NH:26][C:16]([CH3:25])=[C:17]2[C:18]([O:20][CH2:21][CH2:22][C:23]#[N:24])=[O:19])=[C:4]([O:10][C:11]([F:14])([F:13])[F:12])[CH:3]=1. (2) The product is: [F:7][CH2:11][C:12]1[N:16]2[C:17](=[O:33])[N:18]([CH:20]3[CH2:25][CH2:24][N:23]([C:26]([O:28][C:29]([CH3:32])([CH3:31])[CH3:30])=[O:27])[CH2:22][CH2:21]3)[CH2:19][C:15]2=[CH:14][N:13]=1. Given the reactants C(N(S(F)(F)[F:7])CC)C.O[CH2:11][C:12]1[N:16]2[C:17](=[O:33])[N:18]([CH:20]3[CH2:25][CH2:24][N:23]([C:26]([O:28][C:29]([CH3:32])([CH3:31])[CH3:30])=[O:27])[CH2:22][CH2:21]3)[CH2:19][C:15]2=[CH:14][N:13]=1, predict the reaction product. (3) The product is: [F:1][C:2]1[CH:3]=[C:4]([C:5]2[O:10][CH2:9][C:8]([CH3:12])([CH3:11])[N:7]=2)[CH:13]=[CH:14][C:15]=1[C:16]([F:19])([F:18])[F:17]. Given the reactants [F:1][C:2]1[CH:3]=[C:4]([CH:13]=[CH:14][C:15]=1[C:16]([F:19])([F:18])[F:17])[C:5]([NH:7][C:8]([CH3:12])([CH3:11])[CH2:9][OH:10])=O.S(Cl)(Cl)=O.[OH-].[Na+], predict the reaction product. (4) Given the reactants C[O:2][C:3](=[O:33])/[CH:4]=[CH:5]/[C:6]1[CH:7]=[CH:8][C:9]2[O:30][C:13]3([CH2:18]C[CH2:16][N:15]([CH2:19][C:20]4[C:28]5[C:23](=[CH:24][CH:25]=[CH:26][CH:27]=5)[N:22]([CH3:29])[CH:21]=4)[CH2:14]3)N[C:11](=[O:31])[C:10]=2[CH:32]=1.[OH-].[Na+], predict the reaction product. The product is: [CH3:29][N:22]1[C:23]2[C:28](=[CH:27][CH:26]=[CH:25][CH:24]=2)[C:20]([CH2:19][N:15]2[CH2:14][C:13]3([CH2:18][C:11](=[O:31])[C:10]4[C:9](=[CH:8][CH:7]=[C:6](/[CH:5]=[CH:4]/[C:3]([OH:2])=[O:33])[CH:32]=4)[O:30]3)[CH2:16]2)=[CH:21]1.